From a dataset of TCR-epitope binding with 47,182 pairs between 192 epitopes and 23,139 TCRs. Binary Classification. Given a T-cell receptor sequence (or CDR3 region) and an epitope sequence, predict whether binding occurs between them. (1) The epitope is RTLNAWVKV. The TCR CDR3 sequence is CASSQGTGELFF. Result: 0 (the TCR does not bind to the epitope). (2) Result: 1 (the TCR binds to the epitope). The epitope is KLPDDFTGCV. The TCR CDR3 sequence is CASSQRIALGDEQYF. (3) The epitope is IPSINVHHY. The TCR CDR3 sequence is CASSPSREPNEKLFF. Result: 1 (the TCR binds to the epitope). (4) The epitope is LLSAGIFGA. The TCR CDR3 sequence is CASSQDPGTAYGYTF. Result: 0 (the TCR does not bind to the epitope). (5) The epitope is FPPTSFGPL. The TCR CDR3 sequence is CASSLPSGRAYEQYF. Result: 0 (the TCR does not bind to the epitope).